Dataset: Catalyst prediction with 721,799 reactions and 888 catalyst types from USPTO. Task: Predict which catalyst facilitates the given reaction. (1) Reactant: [Br:1][C:2]1[CH:7]=[CH:6][C:5]([C:8]2[N:13]=[C:12]3[O:14][C:15]([CH3:20])([CH3:19])[CH2:16][CH:17]([NH2:18])[C:11]3=[CH:10][C:9]=2[C:21]2[CH:26]=[CH:25][C:24]([Cl:27])=[CH:23][CH:22]=2)=[C:4]([Cl:28])[CH:3]=1.CCN(CC)CC.[Br:36][CH2:37][CH2:38][CH2:39][C:40](Cl)=[O:41].C([O-])(O)=O.[Na+]. Product: [Br:36][CH2:37][CH2:38][CH2:39][C:40]([NH:18][CH:17]1[C:11]2[C:12](=[N:13][C:8]([C:5]3[CH:6]=[CH:7][C:2]([Br:1])=[CH:3][C:4]=3[Cl:28])=[C:9]([C:21]3[CH:22]=[CH:23][C:24]([Cl:27])=[CH:25][CH:26]=3)[CH:10]=2)[O:14][C:15]([CH3:20])([CH3:19])[CH2:16]1)=[O:41]. The catalyst class is: 2. (2) Reactant: [NH2:1][C:2]1[N:7]=[CH:6][C:5]([C:8]([N:10]2[CH2:15][CH2:14][O:13][CH2:12][C@H:11]2[CH3:16])=[O:9])=[CH:4][CH:3]=1.Br[C:18]1[C:19](=[O:26])[N:20]([CH3:25])[CH:21]=[C:22]([Br:24])[CH:23]=1.C(=O)([O-])[O-].[Cs+].[Cs+].CC1(C)C2C(=C(P(C3C=CC=CC=3)C3C=CC=CC=3)C=CC=2)OC2C(P(C3C=CC=CC=3)C3C=CC=CC=3)=CC=CC1=2. Product: [Br:24][C:22]1[CH:23]=[C:18]([NH:1][C:2]2[CH:3]=[CH:4][C:5]([C:8]([N:10]3[CH2:15][CH2:14][O:13][CH2:12][C@H:11]3[CH3:16])=[O:9])=[CH:6][N:7]=2)[C:19](=[O:26])[N:20]([CH3:25])[CH:21]=1. The catalyst class is: 110. (3) Reactant: [OH:1][CH2:2][CH2:3][CH2:4][CH:5]1[CH2:10][CH2:9][N:8]([C:11]([O:13][C:14]([CH3:17])([CH3:16])[CH3:15])=[O:12])[CH2:7][CH2:6]1.N1C=CC=CC=1.[CH3:24][S:25](Cl)(=[O:27])=[O:26]. Product: [CH3:24][S:25]([O:1][CH2:2][CH2:3][CH2:4][CH:5]1[CH2:10][CH2:9][N:8]([C:11]([O:13][C:14]([CH3:17])([CH3:16])[CH3:15])=[O:12])[CH2:7][CH2:6]1)(=[O:27])=[O:26]. The catalyst class is: 2. (4) Reactant: [OH:1][CH2:2][CH2:3][CH2:4][CH2:5][N:6]([C:11]1[N:16]=[C:15]2[O:17][C:18]([C:24]3[CH:29]=[CH:28][C:27]([CH3:30])=[CH:26][CH:25]=3)=[C:19]([C:20]([NH:22][CH3:23])=[O:21])[C:14]2=[CH:13][C:12]=1[I:31])[S:7]([CH3:10])(=[O:9])=[O:8].C(N(CC)CC)C.S(=O)(=O)=O.N1C=CC=CC=1.O. Product: [I:31][C:12]1[CH:13]=[C:14]2[C:19]([C:20]([NH:22][CH3:23])=[O:21])=[C:18]([C:24]3[CH:29]=[CH:28][C:27]([CH3:30])=[CH:26][CH:25]=3)[O:17][C:15]2=[N:16][C:11]=1[N:6]([CH2:5][CH2:4][CH2:3][CH:2]=[O:1])[S:7]([CH3:10])(=[O:9])=[O:8]. The catalyst class is: 16.